This data is from Forward reaction prediction with 1.9M reactions from USPTO patents (1976-2016). The task is: Predict the product of the given reaction. (1) Given the reactants [F:1][C:2]([F:27])([F:26])[CH:3]1[CH2:8][CH2:7][N:6]([S:9]([N:12]2[CH2:17][CH2:16][O:15][C:14]3[N:18]=[CH:19][C:20]([C:22]([O:24]C)=[O:23])=[CH:21][C:13]2=3)(=[O:11])=[O:10])[CH2:5][CH2:4]1.O.[OH-].[Li+].O, predict the reaction product. The product is: [F:27][C:2]([F:1])([F:26])[CH:3]1[CH2:8][CH2:7][N:6]([S:9]([N:12]2[CH2:17][CH2:16][O:15][C:14]3[N:18]=[CH:19][C:20]([C:22]([OH:24])=[O:23])=[CH:21][C:13]2=3)(=[O:10])=[O:11])[CH2:5][CH2:4]1. (2) Given the reactants Cl[C:2]1[C:11]2[C:6](=[CH:7][C:8]([O:14][CH3:15])=[C:9]([O:12][CH3:13])[CH:10]=2)[N:5]=[CH:4][C:3]=1[C:16]([NH2:18])=[O:17].[C:19](O)(=O)[CH3:20].[OH-].[Na+].C[N:26]([CH:28]=O)C, predict the reaction product. The product is: [CH3:13][O:12][C:9]1[CH:10]=[C:11]2[C:6](=[CH:7][C:8]=1[O:14][CH3:15])[N:5]=[CH:4][C:3]([C:16]([NH2:18])=[O:17])=[C:2]2[NH:26][C:28]1[C:20]2[CH2:19][CH2:8][CH2:9][CH2:10][C:11]=2[CH:2]=[CH:3][CH:4]=1. (3) Given the reactants O[C:2]1[C:15]2[C:14](=[O:16])[C:13]3[C:8](=[C:9](O)[CH:10]=[CH:11][C:12]=3[N+]([O-])=O)[C:7](=[O:21])[C:6]=2[C:5]([N+]([O-])=O)=[CH:4][CH:3]=1.C1(O)C=CC=CC=1, predict the reaction product. The product is: [CH:9]1[C:8]2[C:7](=[O:21])[C:6]3[C:15](=[CH:2][CH:3]=[CH:4][CH:5]=3)[C:14](=[O:16])[C:13]=2[CH:12]=[CH:11][CH:10]=1. (4) Given the reactants Cl.[F:2][C:3]1[CH:8]=[CH:7][C:6]([F:9])=[CH:5][C:4]=1[C:10]1(O)[CH2:14][CH2:13][CH2:12][N:11]1C(OC(C)(C)C)=O.[OH-].[Na+], predict the reaction product. The product is: [F:2][C:3]1[CH:8]=[CH:7][C:6]([F:9])=[CH:5][C:4]=1[C:10]1[CH2:14][CH2:13][CH2:12][N:11]=1. (5) Given the reactants [H-].[Na+].Cl[C:4]1[C:5]([O:10][CH2:11][CH2:12][O:13][C:14]2[C:15]([N:20]3[CH2:25][CH2:24][N:23]([C:26]([O:28][C:29]([CH3:32])([CH3:31])[CH3:30])=[O:27])[CH2:22][CH2:21]3)=[N:16][CH:17]=[CH:18][N:19]=2)=[N:6][CH:7]=[CH:8][N:9]=1.O.[O:34]1CCOC[CH2:35]1, predict the reaction product. The product is: [CH3:35][O:34][C:4]1[C:5]([O:10][CH2:11][CH2:12][O:13][C:14]2[C:15]([N:20]3[CH2:25][CH2:24][N:23]([C:26]([O:28][C:29]([CH3:32])([CH3:31])[CH3:30])=[O:27])[CH2:22][CH2:21]3)=[N:16][CH:17]=[CH:18][N:19]=2)=[N:6][CH:7]=[CH:8][N:9]=1.